Dataset: Forward reaction prediction with 1.9M reactions from USPTO patents (1976-2016). Task: Predict the product of the given reaction. (1) The product is: [CH2:18]([O:17][C:15](=[O:16])[NH:14][CH:9]([C:8]12[O:7][CH2:6][C:2]([CH3:3])([CH2:5][O:4]1)[CH2:1][O:25]2)[CH2:10][CH:11]([CH3:12])[CH3:13])[C:19]1[CH:20]=[CH:21][CH:22]=[CH:23][CH:24]=1.[NH:14]([C:15]([O:17][CH2:18][C:19]1[CH:20]=[CH:21][CH:22]=[CH:23][CH:24]=1)=[O:16])[C@H:9]([C:8]([OH:25])=[O:7])[CH2:10][CH:11]([CH3:13])[CH3:12]. Given the reactants [CH3:1][C:2]1([CH2:6][O:7][C:8](=[O:25])[C@@H:9]([NH:14][C:15]([O:17][CH2:18][C:19]2[CH:24]=[CH:23][CH:22]=[CH:21][CH:20]=2)=[O:16])[CH2:10][CH:11]([CH3:13])[CH3:12])[CH2:5][O:4][CH2:3]1.B(F)(F)F.CCOCC.C(N(CC)CC)C, predict the reaction product. (2) Given the reactants [CH3:1][C:2]1[CH:3]=[C:4]([OH:17])[CH:5]=[CH:6][C:7]=1B1OC(C)(C)C(C)(C)O1.[CH2:18]([O:20][C:21]([C:23]1[C:27]2[CH:28]=[CH:29][C:30](Br)=[CH:31][C:26]=2[O:25][N:24]=1)=[O:22])[CH3:19].N#N.[O-]P([O-])([O-])=O.[K+].[K+].[K+], predict the reaction product. The product is: [CH2:18]([O:20][C:21]([C:23]1[C:27]2[CH:28]=[CH:29][C:30]([C:7]3[CH:6]=[CH:5][C:4]([OH:17])=[CH:3][C:2]=3[CH3:1])=[CH:31][C:26]=2[O:25][N:24]=1)=[O:22])[CH3:19].